From a dataset of Full USPTO retrosynthesis dataset with 1.9M reactions from patents (1976-2016). Predict the reactants needed to synthesize the given product. (1) Given the product [ClH:27].[ClH:27].[CH2:18]([NH:17][CH2:20][CH2:21][CH2:22][N:23]([CH3:25])[CH3:24])[CH3:19], predict the reactants needed to synthesize it. The reactants are: FC(F)(F)C(O)=O.C(OC(=O)[N:17]([CH2:20][CH2:21][CH2:22][N:23]([CH3:25])[CH3:24])[CH2:18][CH3:19])C1C=CC=CC=1.[ClH:27].[H][H]. (2) The reactants are: C(C1NC=CN=1)(C1[NH:4]C=CN=1)=O.[F:13][C:14]1[CH:15]=[C:16]([C:19]([OH:21])=O)[NH:17][CH:18]=1.[NH4+].[OH-]. Given the product [F:13][C:14]1[CH:15]=[C:16]([C:19]([NH2:4])=[O:21])[NH:17][CH:18]=1, predict the reactants needed to synthesize it. (3) Given the product [CH2:8]([C:6]1[CH:7]=[C:2]([C:23]2[CH:22]=[C:21]([C:12]3[CH:17]=[CH:16][CH:15]=[CH:14][CH:13]=3)[CH:26]=[CH:25][CH:24]=2)[N:3]=[CH:4][N:5]=1)[CH:9]([CH3:11])[CH3:10], predict the reactants needed to synthesize it. The reactants are: Cl[C:2]1[CH:7]=[C:6]([CH2:8][CH:9]([CH3:11])[CH3:10])[N:5]=[CH:4][N:3]=1.[C:12]1([C:21]2[CH:26]=[CH:25][CH:24]=[CH:23][CH:22]=2)[CH:17]=[CH:16][CH:15]=[C:14](B(O)O)[CH:13]=1.C(=O)([O-])[O-].[Na+].[Na+]. (4) Given the product [N+:8]([C:7]1[C:2]2[NH:1][C:15](=[O:16])[CH2:17][O:11][C:3]=2[CH:4]=[CH:5][CH:6]=1)([O-:10])=[O:9], predict the reactants needed to synthesize it. The reactants are: [NH2:1][C:2]1[C:7]([N+:8]([O-:10])=[O:9])=[CH:6][CH:5]=[CH:4][C:3]=1[OH:11].CN([CH:15]=[O:16])C.[C:17]([O-])([O-])=O.[K+].[K+].